From a dataset of Peptide-MHC class I binding affinity with 185,985 pairs from IEDB/IMGT. Regression. Given a peptide amino acid sequence and an MHC pseudo amino acid sequence, predict their binding affinity value. This is MHC class I binding data. (1) The peptide sequence is TSRTLSYYK. The MHC is HLA-A11:01 with pseudo-sequence HLA-A11:01. The binding affinity (normalized) is 0.531. (2) The peptide sequence is KFLELKRGIY. The MHC is HLA-A68:01 with pseudo-sequence HLA-A68:01. The binding affinity (normalized) is 0.141.